Dataset: NCI-60 drug combinations with 297,098 pairs across 59 cell lines. Task: Regression. Given two drug SMILES strings and cell line genomic features, predict the synergy score measuring deviation from expected non-interaction effect. (1) Drug 1: CC1=C2C(C(=O)C3(C(CC4C(C3C(C(C2(C)C)(CC1OC(=O)C(C(C5=CC=CC=C5)NC(=O)C6=CC=CC=C6)O)O)OC(=O)C7=CC=CC=C7)(CO4)OC(=O)C)O)C)OC(=O)C. Drug 2: CS(=O)(=O)OCCCCOS(=O)(=O)C. Cell line: RXF 393. Synergy scores: CSS=18.7, Synergy_ZIP=-10.3, Synergy_Bliss=-5.19, Synergy_Loewe=-33.5, Synergy_HSA=-5.77. (2) Drug 1: C1CCC(C1)C(CC#N)N2C=C(C=N2)C3=C4C=CNC4=NC=N3. Drug 2: CC1=CC=C(C=C1)C2=CC(=NN2C3=CC=C(C=C3)S(=O)(=O)N)C(F)(F)F. Cell line: RPMI-8226. Synergy scores: CSS=9.26, Synergy_ZIP=6.77, Synergy_Bliss=12.5, Synergy_Loewe=6.77, Synergy_HSA=7.17.